Dataset: Peptide-MHC class I binding affinity with 185,985 pairs from IEDB/IMGT. Task: Regression. Given a peptide amino acid sequence and an MHC pseudo amino acid sequence, predict their binding affinity value. This is MHC class I binding data. The peptide sequence is FLKPEETFV. The MHC is HLA-A02:19 with pseudo-sequence HLA-A02:19. The binding affinity (normalized) is 0.692.